From a dataset of Forward reaction prediction with 1.9M reactions from USPTO patents (1976-2016). Predict the product of the given reaction. Given the reactants [Cl:1][C:2]1[CH:3]=[C:4]([C@H:9]2[C:18]3[C:13](=[CH:14][CH:15]=[CH:16][CH:17]=3)[C:12](=[O:19])/[C:11](=[CH:20]/[CH3:21])/[CH2:10]2)[CH:5]=[CH:6][C:7]=1[Cl:8].[NH3:22].[BH4-].[Na+], predict the reaction product. The product is: [NH2:22][CH:20]([CH:11]1[CH2:10][C@@H:9]([C:4]2[CH:5]=[CH:6][C:7]([Cl:8])=[C:2]([Cl:1])[CH:3]=2)[C:18]2[C:13](=[CH:14][CH:15]=[CH:16][CH:17]=2)[CH:12]1[OH:19])[CH3:21].